From a dataset of Forward reaction prediction with 1.9M reactions from USPTO patents (1976-2016). Predict the product of the given reaction. (1) Given the reactants [CH:1]([N:4]1[CH:12]=[N:11][C:10]2[C:5]1=[N:6][C:7]([CH:20]1[CH2:25][CH2:24][CH2:23][NH:22][CH2:21]1)=[N:8][C:9]=2[NH:13][C:14]1[CH:15]=[N:16][N:17]([CH3:19])[CH:18]=1)([CH3:3])[CH3:2].C([O-])(O)=O.[Na+].[C:31](Cl)(=[O:34])[CH:32]=[CH2:33], predict the reaction product. The product is: [CH:1]([N:4]1[CH:12]=[N:11][C:10]2[C:5]1=[N:6][C:7]([CH:20]1[CH2:25][CH2:24][CH2:23][N:22]([C:31](=[O:34])[CH:32]=[CH2:33])[CH2:21]1)=[N:8][C:9]=2[NH:13][C:14]1[CH:15]=[N:16][N:17]([CH3:19])[CH:18]=1)([CH3:3])[CH3:2]. (2) Given the reactants [F:1][C:2]1[CH:3]=[CH:4][C:5](B(O)O)=[C:6]2[C:10]=1[C@H:9]([O:11][C:12]1[CH:25]=[CH:24][C:15]3[C@H:16]([CH2:19][C:20]([O:22][CH3:23])=[O:21])[CH2:17][O:18][C:14]=3[CH:13]=1)[CH2:8][CH2:7]2.[F:29][C:30]1[CH:35]=[C:34]([C:36]2[CH:37]=[N:38][N:39]([CH2:41][C:42]([OH:45])([CH3:44])[CH3:43])[CH:40]=2)[CH:33]=[C:32]([F:46])[C:31]=1[OH:47], predict the reaction product. The product is: [CH3:23][O:22][C:20](=[O:21])[CH2:19][C@H:16]1[C:15]2[CH:24]=[CH:25][C:12]([O:11][C@H:9]3[C:10]4[C:6](=[C:5]([O:47][C:31]5[C:30]([F:29])=[CH:35][C:34]([C:36]6[CH:37]=[N:38][N:39]([CH2:41][C:42]([OH:45])([CH3:43])[CH3:44])[CH:40]=6)=[CH:33][C:32]=5[F:46])[CH:4]=[CH:3][C:2]=4[F:1])[CH2:7][CH2:8]3)=[CH:13][C:14]=2[O:18][CH2:17]1. (3) Given the reactants [Cl:1][C:2]1[CH:3]=[C:4]([CH:8]=[C:9]([N+:11]([O-])=O)[CH:10]=1)[C:5]([OH:7])=[O:6], predict the reaction product. The product is: [NH2:11][C:9]1[CH:8]=[C:4]([CH:3]=[C:2]([Cl:1])[CH:10]=1)[C:5]([OH:7])=[O:6]. (4) Given the reactants [O:1]1CCCC1.[CH2:6]([O:13][C:14](=[O:27])[NH:15][C@H:16]1[C@H:23]2[C@H:19]([O:20][C:21]([CH3:25])([CH3:24])[O:22]2)[C:18](=[CH2:26])[CH2:17]1)[C:7]1[CH:12]=[CH:11][CH:10]=[CH:9][CH:8]=1.[OH-].[Na+].OO, predict the reaction product. The product is: [CH2:6]([O:13][C:14](=[O:27])[NH:15][C@H:16]1[C@H:23]2[C@H:19]([O:20][C:21]([CH3:24])([CH3:25])[O:22]2)[C@H:18]([CH2:26][OH:1])[CH2:17]1)[C:7]1[CH:12]=[CH:11][CH:10]=[CH:9][CH:8]=1. (5) Given the reactants S(=O)(=O)(O)O.[NH2:6][C:7]1[CH:25]=[CH:24][C:23]([Br:26])=[CH:22][C:8]=1[C:9]([NH:11][CH2:12][C:13]1[CH:18]=[CH:17][C:16]([O:19][CH3:20])=[C:15]([Cl:21])[CH:14]=1)=[O:10].[C:27]1(=O)[CH2:31][CH2:30][CH2:29][CH2:28]1.[BH4-].[Na+].C(=O)(O)[O-].[Na+], predict the reaction product. The product is: [ClH:21].[Br:26][C:23]1[CH:24]=[CH:25][C:7]([NH:6][CH:27]2[CH2:31][CH2:30][CH2:29][CH2:28]2)=[C:8]([CH:22]=1)[C:9]([NH:11][CH2:12][C:13]1[CH:18]=[CH:17][C:16]([O:19][CH3:20])=[C:15]([Cl:21])[CH:14]=1)=[O:10].